Dataset: Forward reaction prediction with 1.9M reactions from USPTO patents (1976-2016). Task: Predict the product of the given reaction. Given the reactants [Br:1][C:2]1[C:3]([NH2:9])=[N:4][CH:5]=[C:6]([Br:8])[N:7]=1.[CH2:10](O)[CH3:11], predict the reaction product. The product is: [Br:8][C:6]1[N:7]=[C:2]([Br:1])[C:3]2[N:4]([CH:10]=[CH:11][N:9]=2)[CH:5]=1.